This data is from Cav3 T-type calcium channel HTS with 100,875 compounds. The task is: Binary Classification. Given a drug SMILES string, predict its activity (active/inactive) in a high-throughput screening assay against a specified biological target. (1) The drug is S1\C(=C\c2n(c3ccc(cc3)C(O)=O)ccc2)C(=O)N(Cc2c(cccc2)C#N)C1=O. The result is 0 (inactive). (2) The molecule is Brc1cc(Cl)c(OCC(=O)N2CCN(CC2)C(OCC)=O)cc1. The result is 0 (inactive).